This data is from NCI-60 drug combinations with 297,098 pairs across 59 cell lines. The task is: Regression. Given two drug SMILES strings and cell line genomic features, predict the synergy score measuring deviation from expected non-interaction effect. (1) Drug 1: CC1=CC2C(CCC3(C2CCC3(C(=O)C)OC(=O)C)C)C4(C1=CC(=O)CC4)C. Drug 2: C1=NC(=NC(=O)N1C2C(C(C(O2)CO)O)O)N. Cell line: UACC62. Synergy scores: CSS=19.6, Synergy_ZIP=0.826, Synergy_Bliss=10.1, Synergy_Loewe=-26.8, Synergy_HSA=9.91. (2) Cell line: SR. Drug 2: CCC(=C(C1=CC=CC=C1)C2=CC=C(C=C2)OCCN(C)C)C3=CC=CC=C3.C(C(=O)O)C(CC(=O)O)(C(=O)O)O. Synergy scores: CSS=44.8, Synergy_ZIP=-2.21, Synergy_Bliss=-4.74, Synergy_Loewe=-26.4, Synergy_HSA=-6.48. Drug 1: C1CN1P(=S)(N2CC2)N3CC3. (3) Drug 1: CN(C(=O)NC(C=O)C(C(C(CO)O)O)O)N=O. Drug 2: CC1CCCC2(C(O2)CC(NC(=O)CC(C(C(=O)C(C1O)C)(C)C)O)C(=CC3=CSC(=N3)C)C)C. Cell line: MOLT-4. Synergy scores: CSS=48.9, Synergy_ZIP=-0.479, Synergy_Bliss=-0.950, Synergy_Loewe=-30.3, Synergy_HSA=0.288. (4) Drug 1: C1=C(C(=O)NC(=O)N1)F. Drug 2: CCCCC(=O)OCC(=O)C1(CC(C2=C(C1)C(=C3C(=C2O)C(=O)C4=C(C3=O)C=CC=C4OC)O)OC5CC(C(C(O5)C)O)NC(=O)C(F)(F)F)O. Cell line: OVCAR3. Synergy scores: CSS=57.1, Synergy_ZIP=-2.42, Synergy_Bliss=-5.20, Synergy_Loewe=-4.87, Synergy_HSA=-5.01. (5) Drug 1: C1CN1C2=NC(=NC(=N2)N3CC3)N4CC4. Drug 2: CNC(=O)C1=NC=CC(=C1)OC2=CC=C(C=C2)NC(=O)NC3=CC(=C(C=C3)Cl)C(F)(F)F. Cell line: SN12C. Synergy scores: CSS=5.94, Synergy_ZIP=-25.4, Synergy_Bliss=-57.8, Synergy_Loewe=-52.9, Synergy_HSA=-52.8. (6) Drug 1: C(CC(=O)O)C(=O)CN.Cl. Drug 2: C1C(C(OC1N2C=NC(=NC2=O)N)CO)O. Cell line: BT-549. Synergy scores: CSS=20.9, Synergy_ZIP=-4.56, Synergy_Bliss=-2.07, Synergy_Loewe=-3.62, Synergy_HSA=3.68. (7) Drug 1: C1=C(C(=O)NC(=O)N1)F. Drug 2: CC1=C(C=C(C=C1)C(=O)NC2=CC(=CC(=C2)C(F)(F)F)N3C=C(N=C3)C)NC4=NC=CC(=N4)C5=CN=CC=C5. Cell line: EKVX. Synergy scores: CSS=34.6, Synergy_ZIP=3.01, Synergy_Bliss=5.53, Synergy_Loewe=3.43, Synergy_HSA=3.19.